Dataset: Full USPTO retrosynthesis dataset with 1.9M reactions from patents (1976-2016). Task: Predict the reactants needed to synthesize the given product. Given the product [I:39][CH2:12][CH2:11][CH:2]([CH3:1])[CH2:3][CH2:4][C:5]1[CH:10]=[CH:9][CH:8]=[CH:7][CH:6]=1, predict the reactants needed to synthesize it. The reactants are: [CH3:1][CH:2]([CH2:11][CH2:12]O)[CH2:3][CH2:4][C:5]1[CH:10]=[CH:9][CH:8]=[CH:7][CH:6]=1.C1(P(C2C=CC=CC=2)C2C=CC=CC=2)C=CC=CC=1.N1C=CC=CC=1.[I:39]I.Cl.